From a dataset of Forward reaction prediction with 1.9M reactions from USPTO patents (1976-2016). Predict the product of the given reaction. (1) Given the reactants [CH3:1][C:2]1[N:7]=[C:6]2[NH:8][CH:9]=[CH:10][C:5]2=[CH:4][C:3]=1[C:11]#[N:12].N.CO, predict the reaction product. The product is: [CH3:1][C:2]1[N:7]=[C:6]2[NH:8][CH:9]=[CH:10][C:5]2=[CH:4][C:3]=1[CH2:11][NH2:12]. (2) Given the reactants [NH2:1][C:2]1[CH:7]=[CH:6][C:5]([OH:8])=[CH:4][CH:3]=1.[Cl:9][C:10]1[C:19]2[C:14](=[CH:15][CH:16]=[CH:17][CH:18]=2)[C:13]([C:20]2[CH:25]=[CH:24][C:23]([O:26][CH3:27])=[CH:22][CH:21]=2)=[N:12][N:11]=1.C(O)(CC)C, predict the reaction product. The product is: [ClH:9].[CH3:27][O:26][C:23]1[CH:22]=[CH:21][C:20]([C:13]2[C:14]3[C:19](=[CH:18][CH:17]=[CH:16][CH:15]=3)[C:10]([NH:1][C:2]3[CH:7]=[CH:6][C:5]([OH:8])=[CH:4][CH:3]=3)=[N:11][N:12]=2)=[CH:25][CH:24]=1. (3) Given the reactants [CH3:1][N:2]1[CH:6]=[CH:5][N:4]=[N:3]1.[Li]CCCC.[Cl:12][C:13]1[C:22]2[C:17](=[CH:18][CH:19]=[C:20]([C:23]([C:25]3[O:29][C:28]([CH3:30])=[N:27][C:26]=3[CH3:31])=[O:24])[CH:21]=2)[N:16]=[C:15]([O:32][CH3:33])[C:14]=1[CH2:34][C:35]1[CH:40]=[CH:39][C:38]([C:41]([F:44])([F:43])[F:42])=[CH:37][CH:36]=1, predict the reaction product. The product is: [Cl:12][C:13]1[C:22]2[C:17](=[CH:18][CH:19]=[C:20]([C:23]([C:25]3[O:29][C:28]([CH3:30])=[N:27][C:26]=3[CH3:31])([C:6]3[N:2]([CH3:1])[N:3]=[N:4][CH:5]=3)[OH:24])[CH:21]=2)[N:16]=[C:15]([O:32][CH3:33])[C:14]=1[CH2:34][C:35]1[CH:36]=[CH:37][C:38]([C:41]([F:43])([F:42])[F:44])=[CH:39][CH:40]=1. (4) Given the reactants [Cl:1][C:2]1[CH:3]=[C:4]2[C:9](=[CH:10][CH:11]=1)[NH:8][CH:7]([C:12]1[CH:18]=[CH:17][CH:16]=[CH:15][C:13]=1[NH2:14])[CH2:6][C:5]2([CH3:20])[CH3:19].N1C=CC=CC=1.[CH2:27]([S:29](Cl)(=[O:31])=[O:30])[CH3:28], predict the reaction product. The product is: [Cl:1][C:2]1[CH:3]=[C:4]2[C:9](=[CH:10][CH:11]=1)[NH:8][CH:7]([C:12]1[CH:18]=[CH:17][CH:16]=[CH:15][C:13]=1[NH:14][S:29]([CH2:27][CH3:28])(=[O:31])=[O:30])[CH2:6][C:5]2([CH3:20])[CH3:19]. (5) Given the reactants [S:1]1[C:5]([C:6]2[N:10]3[CH2:11][CH2:12][NH:13][CH2:14][C:9]3=[N:8][N:7]=2)=[N:4][CH:3]=[N:2]1.C(N(CC)CC)C.[Cl:22][C:23]1[C:31]([F:32])=[C:30]([Cl:33])[CH:29]=[CH:28][C:24]=1[C:25](Cl)=[O:26].C([O-])(O)=O.[Na+], predict the reaction product. The product is: [Cl:22][C:23]1[C:31]([F:32])=[C:30]([Cl:33])[CH:29]=[CH:28][C:24]=1[C:25]([N:13]1[CH2:12][CH2:11][N:10]2[C:6]([C:5]3[S:1][N:2]=[CH:3][N:4]=3)=[N:7][N:8]=[C:9]2[CH2:14]1)=[O:26].